Dataset: Forward reaction prediction with 1.9M reactions from USPTO patents (1976-2016). Task: Predict the product of the given reaction. (1) Given the reactants [Cl:1][C:2]1[CH:3]=[C:4]([C@@H:8]([OH:29])[CH2:9][N:10]([C@H:18]2[CH2:27][CH2:26][C:25]3[C:20](=[CH:21][C:22]([OH:28])=[CH:23][CH:24]=3)[CH2:19]2)[C:11](=[O:17])[O:12][C:13]([CH3:16])([CH3:15])[CH3:14])[CH:5]=[CH:6][CH:7]=1.Br[C:31]1[CH:32]=[CH:33][C:34]([Cl:41])=[C:35]([CH:40]=1)[C:36]([O:38][CH3:39])=[O:37].C(P(C(C)(C)C)C1C=CC=CC=1C1C=CC=CC=1)(C)(C)C.P([O-])([O-])([O-])=O.[K+].[K+].[K+], predict the reaction product. The product is: [C:13]([O:12][C:11]([N:10]([C@@H:18]1[CH2:19][C:20]2[CH:21]=[C:22]([O:28][C:31]3[CH:32]=[CH:33][C:34]([Cl:41])=[C:35]([CH:40]=3)[C:36]([O:38][CH3:39])=[O:37])[CH:23]=[CH:24][C:25]=2[CH2:26][CH2:27]1)[CH2:9][C@@H:8]([C:4]1[CH:5]=[CH:6][CH:7]=[C:2]([Cl:1])[CH:3]=1)[OH:29])=[O:17])([CH3:16])([CH3:14])[CH3:15]. (2) Given the reactants [H-].[Na+].[Cl:3][C:4]1[CH:5]=[CH:6][C:7]([N+:11]([O-:13])=[O:12])=[C:8]([CH:10]=1)[NH2:9].[C:14](O[C:14]([O:16][C:17]([CH3:20])([CH3:19])[CH3:18])=[O:15])([O:16][C:17]([CH3:20])([CH3:19])[CH3:18])=[O:15], predict the reaction product. The product is: [C:17]([O:16][C:14]([NH:9][C:8]1[CH:10]=[C:4]([Cl:3])[CH:5]=[CH:6][C:7]=1[N+:11]([O-:13])=[O:12])=[O:15])([CH3:20])([CH3:19])[CH3:18]. (3) Given the reactants Cl[C:2]1[CH:7]=[C:6]([N:8]2[C:12]3=[N:13][C:14]([NH:17][CH:18]4[CH2:23][CH2:22][CH:21]([OH:24])[CH2:20][CH2:19]4)=[CH:15][CH:16]=[C:11]3[N:10]=[CH:9]2)[CH:5]=[CH:4][N:3]=1.[O:25]1[CH:29]=[CH:28][C:27](B(O)O)=[CH:26]1.C([O-])([O-])=O.[Na+].[Na+].N#N, predict the reaction product. The product is: [O:25]1[CH:29]=[CH:28][C:27]([C:2]2[CH:7]=[C:6]([N:8]3[C:12]4=[N:13][C:14]([NH:17][CH:18]5[CH2:23][CH2:22][CH:21]([OH:24])[CH2:20][CH2:19]5)=[CH:15][CH:16]=[C:11]4[N:10]=[CH:9]3)[CH:5]=[CH:4][N:3]=2)=[CH:26]1. (4) Given the reactants F[P-](F)(F)(F)(F)F.[N:8]1(O[P+](N(C)C)(N(C)C)N(C)C)[C:12]2[CH:13]=[CH:14][CH:14]=[CH:13][C:12]=2[N:8]=N1.[I:28][C:29]1[C:37]2[C:32](=[CH:33][CH:34]=[C:35]([C:38]3[O:42][C:41](=O)[NH:40][N:39]=3)[CH:36]=2)[N:31]([S:44]([C:47]2[CH:53]=[CH:52][C:50]([CH3:51])=[CH:49][CH:48]=2)(=[O:46])=[O:45])[CH:30]=1.C1(N)CC1.C(N(C(C)C)CC)(C)C, predict the reaction product. The product is: [CH:12]1([NH:8][C:41]2[O:42][C:38]([C:35]3[CH:36]=[C:37]4[C:32](=[CH:33][CH:34]=3)[N:31]([S:44]([C:47]3[CH:48]=[CH:49][C:50]([CH3:51])=[CH:52][CH:53]=3)(=[O:45])=[O:46])[CH:30]=[C:29]4[I:28])=[N:39][N:40]=2)[CH2:13][CH2:14]1. (5) Given the reactants [Br:1][C:2]1[CH:3]=[C:4]2[C:8](=[CH:9][CH:10]=1)[CH:7]([NH2:11])[CH2:6][CH2:5]2.N1C=CC=CC=1.[C:18](O[C:18](=[O:21])[CH2:19][CH3:20])(=[O:21])[CH2:19][CH3:20], predict the reaction product. The product is: [Br:1][C:2]1[CH:3]=[C:4]2[C:8](=[CH:9][CH:10]=1)[CH:7]([NH:11][C:18](=[O:21])[CH2:19][CH3:20])[CH2:6][CH2:5]2. (6) Given the reactants [CH:1]([N:4]1[CH2:14][CH:13]2[CH2:15][CH:6]([C:7]3[C:12]2=[CH:11][C:10]([NH2:16])=[CH:9][CH:8]=3)[CH2:5]1)([CH3:3])[CH3:2].Cl[C:18]1[N:23]=[C:22]([NH:24][C:25]2[CH:34]=[CH:33][CH:32]=[CH:31][C:26]=2[C:27]([NH:29][CH3:30])=[O:28])[C:21]([Cl:35])=[CH:20][N:19]=1.Cl.O1CCOCC1.[Na], predict the reaction product. The product is: [Cl:35][C:21]1[C:22]([NH:24][C:25]2[CH:34]=[CH:33][CH:32]=[CH:31][C:26]=2[C:27]([NH:29][CH3:30])=[O:28])=[N:23][C:18]([NH:16][C:10]2[CH:11]=[C:12]3[C:7](=[CH:8][CH:9]=2)[CH:6]2[CH2:15][CH:13]3[CH2:14][N:4]([CH:1]([CH3:3])[CH3:2])[CH2:5]2)=[N:19][CH:20]=1. (7) Given the reactants [CH2:1]([O:3][C:4]([C:6]1[CH:7]=[N:8][N:9]([C:11]2[N:12]=[C:13]([O:34][CH3:35])[C:14]3[N:19]([CH2:20][CH:21]4[CH2:26][CH2:25][N:24](C(OC(C)(C)C)=O)[CH2:23][CH2:22]4)[N:18]=[CH:17][C:15]=3[N:16]=2)[CH:10]=1)=[O:5])[CH3:2].C(OCC)(=O)C.[ClH:42], predict the reaction product. The product is: [ClH:42].[CH3:35][O:34][C:13]1[C:14]2[N:19]([CH2:20][CH:21]3[CH2:22][CH2:23][NH:24][CH2:25][CH2:26]3)[N:18]=[CH:17][C:15]=2[N:16]=[C:11]([N:9]2[CH:10]=[C:6]([C:4]([O:3][CH2:1][CH3:2])=[O:5])[CH:7]=[N:8]2)[N:12]=1. (8) Given the reactants [C:1]1([S:7]([N:10]2[C:14]3=[N:15][CH:16]=[C:17]([F:19])[CH:18]=[C:13]3[CH:12]=[CH:11]2)(=[O:9])=[O:8])[CH:6]=[CH:5][CH:4]=[CH:3][CH:2]=1.[CH2:20]([Li])[CH2:21][CH2:22][CH3:23].[CH3:25][CH2:26][CH2:27]CCC.C1(C=[O:37])CCCC1, predict the reaction product. The product is: [C:1]1([S:7]([N:10]2[C:14]3=[N:15][CH:16]=[C:17]([F:19])[CH:18]=[C:13]3[CH:12]=[C:11]2[CH:20]([OH:37])[CH2:21][CH:22]2[CH2:23][CH2:27][CH2:26][CH2:25]2)(=[O:9])=[O:8])[CH:6]=[CH:5][CH:4]=[CH:3][CH:2]=1.